From a dataset of Full USPTO retrosynthesis dataset with 1.9M reactions from patents (1976-2016). Predict the reactants needed to synthesize the given product. (1) Given the product [Cl:20][C:21]1[CH:22]=[CH:23][C:24]2[O:28][C:27](=[O:29])[N:26]([CH2:2][C:3]([N:5]3[CH2:10][CH2:9][N:8]([C:11]4[CH:16]=[CH:15][C:14]([Cl:17])=[C:13]([O:18][CH3:19])[CH:12]=4)[CH2:7][CH2:6]3)=[O:4])[C:25]=2[CH:30]=1, predict the reactants needed to synthesize it. The reactants are: Cl[CH2:2][C:3]([N:5]1[CH2:10][CH2:9][N:8]([C:11]2[CH:16]=[CH:15][C:14]([Cl:17])=[C:13]([O:18][CH3:19])[CH:12]=2)[CH2:7][CH2:6]1)=[O:4].[Cl:20][C:21]1[CH:22]=[CH:23][C:24]2[O:28][C:27](=[O:29])[NH:26][C:25]=2[CH:30]=1.C([O-])([O-])=O.[K+].[K+]. (2) Given the product [OH:2][C:3]1[CH:11]=[C:10]2[C:6]([CH:7]=[C:8]([C:12]#[N:13])[NH:9]2)=[CH:5][C:4]=1[CH2:14][N:15]1[CH2:16][CH2:17][CH:18]([NH:21][C:22]2[C:23]3[CH:30]=[C:29]([CH2:31][C:32]([F:34])([F:35])[F:33])[S:28][C:24]=3[N:25]=[CH:26][N:27]=2)[CH2:19][CH2:20]1, predict the reactants needed to synthesize it. The reactants are: C[O:2][C:3]1[CH:11]=[C:10]2[C:6]([CH:7]=[C:8]([C:12]#[N:13])[NH:9]2)=[CH:5][C:4]=1[CH2:14][N:15]1[CH2:20][CH2:19][CH:18]([NH:21][C:22]2[C:23]3[CH:30]=[C:29]([CH2:31][C:32]([F:35])([F:34])[F:33])[S:28][C:24]=3[N:25]=[CH:26][N:27]=2)[CH2:17][CH2:16]1.B(Br)(Br)Br.C(=O)(O)[O-].[Na+]. (3) The reactants are: [Cl:1][C:2]1[CH:7]=[CH:6][C:5]([C:8]2[C:17]3[C:12](=[CH:13][CH:14]=[C:15]([C:18]([OH:20])=O)[CH:16]=3)[CH:11]=[N:10][CH:9]=2)=[CH:4][CH:3]=1.F[B-](F)(F)F.N1(OC(N(C)C)=[N+](C)C)C2C=CC=CC=2N=N1.C(N(CC)C(C)C)(C)C.[CH3:52][S:53]([NH:56][NH2:57])(=[O:55])=[O:54]. Given the product [Cl:1][C:2]1[CH:7]=[CH:6][C:5]([C:8]2[C:17]3[C:12](=[CH:13][CH:14]=[C:15]([C:18]([NH:57][NH:56][S:53]([CH3:52])(=[O:55])=[O:54])=[O:20])[CH:16]=3)[CH:11]=[N:10][CH:9]=2)=[CH:4][CH:3]=1, predict the reactants needed to synthesize it. (4) Given the product [Cl:1][C:2]1[CH:3]=[C:4]([NH:10][C:12]2[C:17]([C:18]3[N:23]=[C:22]([CH3:24])[N:21]=[C:20]([N:25]([CH2:26][C:27]4[CH:28]=[CH:29][C:30]([O:33][CH3:34])=[CH:31][CH:32]=4)[CH2:35][C:36]4[CH:37]=[CH:38][C:39]([O:42][CH3:43])=[CH:40][CH:41]=4)[N:19]=3)=[CH:16][CH:15]=[CH:14][N:13]=2)[CH:5]=[N:6][C:7]=1[O:8][CH3:9], predict the reactants needed to synthesize it. The reactants are: [Cl:1][C:2]1[CH:3]=[C:4]([NH2:10])[CH:5]=[N:6][C:7]=1[O:8][CH3:9].F[C:12]1[C:17]([C:18]2[N:23]=[C:22]([CH3:24])[N:21]=[C:20]([N:25]([CH2:35][C:36]3[CH:41]=[CH:40][C:39]([O:42][CH3:43])=[CH:38][CH:37]=3)[CH2:26][C:27]3[CH:32]=[CH:31][C:30]([O:33][CH3:34])=[CH:29][CH:28]=3)[N:19]=2)=[CH:16][CH:15]=[CH:14][N:13]=1. (5) Given the product [F:1][C:2]1[CH:3]=[C:4]([OH:11])[C:5]([CH3:10])=[C:6]([CH:9]=1)[C:7]#[N:8], predict the reactants needed to synthesize it. The reactants are: [F:1][C:2]1[CH:3]=[C:4]([O:11]C)[C:5]([CH3:10])=[C:6]([CH:9]=1)[C:7]#[N:8].B(Br)(Br)Br.